Dataset: Catalyst prediction with 721,799 reactions and 888 catalyst types from USPTO. Task: Predict which catalyst facilitates the given reaction. Reactant: Br[CH2:2][CH2:3][O:4][C:5]1[CH:10]=[C:9]([S:11]([CH3:14])(=[O:13])=[O:12])[CH:8]=[C:7]([F:15])[CH:6]=1.[CH2:16]([NH2:18])[CH3:17].Cl. Product: [CH2:16]([NH:18][CH2:2][CH2:3][O:4][C:5]1[CH:10]=[C:9]([S:11]([CH3:14])(=[O:13])=[O:12])[CH:8]=[C:7]([F:15])[CH:6]=1)[CH3:17]. The catalyst class is: 8.